From a dataset of Reaction yield outcomes from USPTO patents with 853,638 reactions. Predict the reaction yield, written as a fraction of the theoretical maximum amount of product (1.0 means a 100% yield; for example, 0.34 means a 34% yield). (1) The yield is 0.227. The catalyst is O1CCCC1.C1(C)C=CC=CC=1. The product is [Br:32][C:33]1[C:34]([C:38]2[CH:39]=[CH:40][C:41]([F:44])=[CH:42][CH:43]=2)=[N:35][N:36]([CH:19]([CH:18]2[CH2:17][CH2:16]2)[CH3:14])[CH:37]=1. The reactants are [C:18]1(P([C:14]2[CH:19]=[CH:18][CH:17]=[CH:16]C=2)[C:18]2[CH:19]=[CH:14]C=[CH:16][CH:17]=2)[CH:19]=[CH:14]C=[CH:16][CH:17]=1.N(C(OCC)=O)=NC(OCC)=O.[Br:32][C:33]1[C:34]([C:38]2[CH:43]=[CH:42][C:41]([F:44])=[CH:40][CH:39]=2)=[N:35][NH:36][CH:37]=1.C1(CCO)CC1. (2) The catalyst is CO.[Pd]. The yield is 1.00. The product is [CH:13]([C@@H:12]1[NH:11][C:9](=[O:8])[CH2:22][NH:23][C:16]1=[O:18])([CH3:15])[CH3:14]. The reactants are C([O:8][C:9]([NH:11][C@H:12]([C:16]([OH:18])=O)[CH:13]([CH3:15])[CH3:14])=O)C1C=CC=CC=1.COC(=O)[CH2:22][NH2:23]. (3) The reactants are [C:1]([C:3]1[N:8]=[C:7](/[CH:9]=[CH:10]/[C:11]([O:13][C:14]([CH3:17])([CH3:16])[CH3:15])=[O:12])[CH:6]=[CH:5][CH:4]=1)#[N:2].[C:18](OC)(=[O:26])[C:19]1[C:20](=[CH:22][CH:23]=[CH:24][CH:25]=1)[SH:21].C(N(CC)CC)C. The catalyst is C1(C)C=CC=CC=1. The product is [O:26]=[C:18]1[C:19]2[CH:25]=[CH:24][CH:23]=[CH:22][C:20]=2[S:21][C:1]([C:3]2[N:8]=[C:7](/[CH:9]=[CH:10]/[C:11]([O:13][C:14]([CH3:17])([CH3:16])[CH3:15])=[O:12])[CH:6]=[CH:5][CH:4]=2)=[N:2]1. The yield is 0.270. (4) The reactants are [CH3:1][Mg+].[Br-].[F:4][C:5]1[CH:10]=[C:9]([I:11])[CH:8]=[CH:7][C:6]=1[N:12]1[CH:17]=[C:16]([O:18][CH3:19])[C:15](=[O:20])[C:14]([C:21](N(OC)C)=[O:22])=[N:13]1. The catalyst is C1COCC1. The product is [C:21]([C:14]1[C:15](=[O:20])[C:16]([O:18][CH3:19])=[CH:17][N:12]([C:6]2[CH:7]=[CH:8][C:9]([I:11])=[CH:10][C:5]=2[F:4])[N:13]=1)(=[O:22])[CH3:1]. The yield is 0.230. (5) The reactants are Br[C:2]1[CH:3]=[C:4]2[C:14](=[CH:15][CH:16]=1)[O:13][C:7]1([CH2:12][CH2:11][CH2:10][O:9][CH2:8]1)[CH2:6][C:5]2=[O:17].[CH:35]1[CH:36]=[CH:31]C(P([C:31]2[CH:36]=[CH:35][CH:34]=[CH:33]C=2)[C:35]2[CH:36]=[CH:31]C=[CH:33][CH:34]=2)=[CH:33][CH:34]=1. The catalyst is [Cu]I.Cl[Pd](Cl)([P](C1C=CC=CC=1)(C1C=CC=CC=1)C1C=CC=CC=1)[P](C1C=CC=CC=1)(C1C=CC=CC=1)C1C=CC=CC=1. The product is [CH:35]1([C:34]#[C:33][C:2]2[CH:3]=[C:4]3[C:14](=[CH:15][CH:16]=2)[O:13][C:7]2([CH2:12][CH2:11][CH2:10][O:9][CH2:8]2)[CH2:6][C:5]3=[O:17])[CH2:36][CH2:31]1. The yield is 0.930. (6) The reactants are [C:1]([C:4]1[CH:9]=[CH:8][C:7]([C:10]2[CH:15]=[CH:14][C:13]([CH2:16][CH:17]([NH:31]S(C3C=CC=CN=3)(=O)=O)[C:18]3[N:23]=[C:22]([NH:24][CH2:25][C:26]([O:28]CC)=O)[CH:21]=[CH:20][CH:19]=3)=[CH:12][CH:11]=2)=[CH:6][CH:5]=1)#[C:2][CH3:3].C(C1C=CC=CC=1C1C=CC(CC(N[S:72]([C:75]2[CH:80]=[CH:79][CH:78]=[CH:77][N:76]=2)(=[O:74])=[O:73])C2N=C(NCC(OCC)=O)C=CC=2)=CC=1)#CC.[OH-:81].[Na+]. No catalyst specified. The product is [C:1]([C:4]1[CH:9]=[CH:8][C:7]([C:10]2[CH:11]=[CH:12][C:13]([CH2:16][C:17]([S:72]([C:75]3[CH:80]=[CH:79][CH:78]=[CH:77][N:76]=3)(=[O:74])=[O:73])([NH2:31])[C:18]3[N:23]=[C:22]([NH:24][CH2:25][C:26]([OH:28])=[O:81])[CH:21]=[CH:20][CH:19]=3)=[CH:14][CH:15]=2)=[CH:6][CH:5]=1)#[C:2][CH3:3]. The yield is 0.940. (7) The reactants are Cl[C:2]1[CH:7]=[CH:6][N:5]=[C:4]([NH:8][C:9]2[CH:14]=[C:13]([N:15]3[CH2:20][CH2:19][O:18][CH2:17][CH2:16]3)[CH:12]=[C:11]([N:21]3[CH2:26][CH2:25][O:24][CH2:23][CH2:22]3)[CH:10]=2)[N:3]=1.[CH3:27][NH2:28]. The catalyst is CO. The product is [N:21]1([C:11]2[CH:10]=[C:9]([NH:8][C:4]3[N:3]=[C:2]([NH:28][CH3:27])[CH:7]=[CH:6][N:5]=3)[CH:14]=[C:13]([N:15]3[CH2:20][CH2:19][O:18][CH2:17][CH2:16]3)[CH:12]=2)[CH2:26][CH2:25][O:24][CH2:23][CH2:22]1. The yield is 0.750. (8) The reactants are [F:1][C:2]1[CH:7]=[CH:6][CH:5]=[CH:4][C:3]=1[NH2:8].[B-](F)(F)(F)F.[B-](F)(F)(F)F.C1[N+]2(CCl)CC[N+](F)(CC2)C1.[C:30]([S-:32])#[N:31].[K+]. The yield is 0.250. The catalyst is C(#N)C. The product is [F:1][C:2]1[CH:7]=[C:6]([S:32][C:30]#[N:31])[CH:5]=[CH:4][C:3]=1[NH2:8]. (9) The reactants are [CH2:1]([C:12]1[CH:13]=[C:14]([CH:19]=[CH:20][CH:21]=1)[C:15]([NH:17][NH2:18])=[O:16])[CH2:2][CH2:3][CH2:4][CH2:5][CH2:6][CH2:7][CH2:8][CH2:9][CH2:10][CH3:11].[C:22]([C:24]1([C:27](O)=[O:28])[CH2:26][CH2:25]1)#[N:23]. No catalyst specified. The product is [C:22]([C:24]1([C:27]([NH:18][NH:17][C:15](=[O:16])[C:14]2[CH:19]=[CH:20][CH:21]=[C:12]([CH2:1][CH2:2][CH2:3][CH2:4][CH2:5][CH2:6][CH2:7][CH2:8][CH2:9][CH2:10][CH3:11])[CH:13]=2)=[O:28])[CH2:26][CH2:25]1)#[N:23]. The yield is 0.720.